This data is from Reaction yield outcomes from USPTO patents with 853,638 reactions. The task is: Predict the reaction yield, written as a fraction of the theoretical maximum amount of product (1.0 means a 100% yield; for example, 0.34 means a 34% yield). (1) The reactants are [NH2:1][C:2]1[CH:3]=[C:4]([CH:21]=[CH:22][C:23]=1[F:24])[O:5][C:6]1[N:11]=[C:10]2[S:12][C:13]([NH:15][C:16]([CH:18]3[CH2:20][CH2:19]3)=[O:17])=[N:14][C:9]2=[CH:8][CH:7]=1.[N:25]([C:28]1[CH:33]=[CH:32][CH:31]=[C:30]([C:34]([F:37])([F:36])[F:35])[CH:29]=1)=[C:26]=[O:27]. The catalyst is N1C=CC=CC=1.C(OCC)(=O)C.O1CCCC1. The product is [F:24][C:23]1[CH:22]=[CH:21][C:4]([O:5][C:6]2[N:11]=[C:10]3[S:12][C:13]([NH:15][C:16]([CH:18]4[CH2:20][CH2:19]4)=[O:17])=[N:14][C:9]3=[CH:8][CH:7]=2)=[CH:3][C:2]=1[NH:1][C:26](=[O:27])[NH:25][C:28]1[CH:33]=[CH:32][CH:31]=[C:30]([C:34]([F:35])([F:37])[F:36])[CH:29]=1. The yield is 0.370. (2) The reactants are [Br:1][C:2]1[CH:7]=[CH:6][C:5]([C:8]([CH3:12])([CH3:11])[CH2:9][OH:10])=[C:4]([F:13])[CH:3]=1.[H-].[Na+].[CH3:16]I. The catalyst is CN(C=O)C. The product is [CH3:16][O:10][CH2:9][C:8]([C:5]1[CH:6]=[CH:7][C:2]([Br:1])=[CH:3][C:4]=1[F:13])([CH3:11])[CH3:12]. The yield is 0.830. (3) The reactants are [O:1]=[CH:2][CH2:3][C@H:4]1[CH2:15][CH2:14][C:13]2[S:12][C:11]3[N:10]=[CH:9][N:8]=[C:7]([NH:16][CH:17]4[CH2:22][CH2:21][CH:20]([NH:23][C:24](=[O:30])[O:25][C:26]([CH3:29])([CH3:28])[CH3:27])[CH2:19][CH2:18]4)[C:6]=3[C:5]1=2.[CH3:31][Mg+].[Br-]. The catalyst is O1CCCC1. The product is [OH:1][CH:2]([CH3:31])[CH2:3][C@H:4]1[CH2:15][CH2:14][C:13]2[S:12][C:11]3[N:10]=[CH:9][N:8]=[C:7]([NH:16][CH:17]4[CH2:18][CH2:19][CH:20]([NH:23][C:24](=[O:30])[O:25][C:26]([CH3:27])([CH3:29])[CH3:28])[CH2:21][CH2:22]4)[C:6]=3[C:5]1=2. The yield is 0.420. (4) The reactants are Br[C:2]1[CH:11]=[CH:10][C:9]2[C:4](=[CH:5][C:6]([F:13])=[CH:7][C:8]=2[F:12])[C:3]=1[CH:14]=[O:15].[CH2:16]([Sn](CC)(CC)CC)[CH3:17].O. The catalyst is C1(C)C=CC=CC=1.C1C=CC([P]([Pd]([P](C2C=CC=CC=2)(C2C=CC=CC=2)C2C=CC=CC=2)([P](C2C=CC=CC=2)(C2C=CC=CC=2)C2C=CC=CC=2)[P](C2C=CC=CC=2)(C2C=CC=CC=2)C2C=CC=CC=2)(C2C=CC=CC=2)C2C=CC=CC=2)=CC=1. The product is [CH2:16]([C:2]1[CH:11]=[CH:10][C:9]2[C:4](=[CH:5][C:6]([F:13])=[CH:7][C:8]=2[F:12])[C:3]=1[CH:14]=[O:15])[CH3:17]. The yield is 0.780. (5) The reactants are [C:1]([C:4]1[CH:16]=[CH:15][C:14]2[C:13]3[C:8](=[CH:9][CH:10]=[CH:11][CH:12]=3)[CH2:7][C:6]=2[CH:5]=1)(=[O:3])[CH3:2].[OH-].[K+].[I-].[K+].O. The catalyst is CS(C)=O. The product is [CH2:2]([C:7]1([CH2:7][CH2:6][CH2:14][CH3:13])[C:6]2[CH:5]=[C:4]([C:1](=[O:3])[CH3:2])[CH:16]=[CH:15][C:14]=2[C:13]2[C:8]1=[CH:9][CH:10]=[CH:11][CH:12]=2)[CH2:1][CH2:4][CH3:5]. The yield is 0.908. (6) The product is [Cl:16][C:17]1[CH:28]=[CH:27][C:26]([S:29]([N:32]2[CH2:37][CH2:36][CH2:35][CH2:34][CH2:33]2)(=[O:30])=[O:31])=[CH:25][C:18]=1[CH2:19][O:20][CH2:21][C:22]([C:3]1[C:4]2[C:5](=[N:6][CH:7]=[CH:8][CH:9]=2)[NH:1][CH:2]=1)=[O:23]. The catalyst is C1COCC1.O.C(Cl)Cl.CN(C=O)C.C(O)(=O)C.CCOCC. The yield is 0.100. The reactants are [NH:1]1[C:5]2=[N:6][CH:7]=[CH:8][CH:9]=[C:4]2[CH:3]=[CH:2]1.C([Mg]Br)(C)(C)C.[Cl:16][C:17]1[CH:28]=[CH:27][C:26]([S:29]([N:32]2[CH2:37][CH2:36][CH2:35][CH2:34][CH2:33]2)(=[O:31])=[O:30])=[CH:25][C:18]=1[CH2:19][O:20][CH2:21][C:22](Cl)=[O:23].OCl. (7) The reactants are [Br:1][C:2]1[CH:3]=[C:4]([NH:10][C:11]2[CH:16]=[CH:15][C:14]([N:17]3[CH2:22][CH2:21][NH:20][C@H:19]([CH3:23])[CH2:18]3)=[CH:13][N:12]=2)[C:5](=[O:9])[N:6]([CH3:8])[CH:7]=1.C=O.[C:26](O[BH-](OC(=O)C)OC(=O)C)(=O)C.[Na+].O. The catalyst is CO.C(O)(=O)C. The product is [Br:1][C:2]1[CH:3]=[C:4]([NH:10][C:11]2[CH:16]=[CH:15][C:14]([N:17]3[CH2:22][CH2:21][N:20]([CH3:26])[C@H:19]([CH3:23])[CH2:18]3)=[CH:13][N:12]=2)[C:5](=[O:9])[N:6]([CH3:8])[CH:7]=1. The yield is 0.900. (8) The yield is 0.640. The catalyst is CCOC(C)=O.[OH-].[OH-].[Pd+2]. The reactants are [Si:1]([O:8][C:9]1([C:12]2[CH:17]=[CH:16][C:15]([C:18](=[CH2:29])[C:19]([O:21]CC3C=CC=CC=3)=[O:20])=[CH:14][C:13]=2[F:30])[CH2:11][CH2:10]1)([C:4]([CH3:7])([CH3:6])[CH3:5])([CH3:3])[CH3:2]. The product is [Si:1]([O:8][C:9]1([C:12]2[CH:17]=[CH:16][C:15]([CH:18]([CH3:29])[C:19]([OH:21])=[O:20])=[CH:14][C:13]=2[F:30])[CH2:11][CH2:10]1)([C:4]([CH3:7])([CH3:6])[CH3:5])([CH3:3])[CH3:2].